Dataset: Full USPTO retrosynthesis dataset with 1.9M reactions from patents (1976-2016). Task: Predict the reactants needed to synthesize the given product. Given the product [CH:23]1([NH:26][C:20]([C:17]2[S:16][C:15]([CH2:14][CH2:13][C:3]3[C:4]([C:7]4[CH:12]=[CH:11][CH:10]=[CH:9][N:8]=4)=[N:5][O:6][C:2]=3[CH3:1])=[N:19][CH:18]=2)=[O:22])[CH2:25][CH2:24]1, predict the reactants needed to synthesize it. The reactants are: [CH3:1][C:2]1[O:6][N:5]=[C:4]([C:7]2[CH:12]=[CH:11][CH:10]=[CH:9][N:8]=2)[C:3]=1[CH2:13][CH2:14][C:15]1[S:16][C:17]([C:20]([OH:22])=O)=[CH:18][N:19]=1.[CH:23]1([NH2:26])[CH2:25][CH2:24]1.